This data is from Forward reaction prediction with 1.9M reactions from USPTO patents (1976-2016). The task is: Predict the product of the given reaction. Given the reactants [Cl:1][C:2]1[CH:3]=[C:4](B(O)O)[CH:5]=[N:6][C:7]=1[Cl:8].ClC1C=C([C:20]2[CH:32]=[CH:31][C:23]([C:24]([NH:26][S:27]([CH3:30])(=[O:29])=[O:28])=[O:25])=[CH:22][C:21]=2[O:33][CH3:34])C=NC=1F.C1(OC)CCCC1.C(=O)([O-])[O-].[Na+].[Na+], predict the reaction product. The product is: [Cl:1][C:2]1[CH:3]=[C:4]([C:20]2[CH:32]=[CH:31][C:23]([C:24]([NH:26][S:27]([CH3:30])(=[O:29])=[O:28])=[O:25])=[CH:22][C:21]=2[O:33][CH3:34])[CH:5]=[N:6][C:7]=1[Cl:8].